This data is from Forward reaction prediction with 1.9M reactions from USPTO patents (1976-2016). The task is: Predict the product of the given reaction. (1) Given the reactants CO[C:3](=[O:20])[C:4]1[CH:9]=[C:8]([C:10]2[N:11]([CH3:15])[N:12]=[CH:13][CH:14]=2)[C:7]([CH:16]([F:18])[F:17])=[CH:6][C:5]=1[NH2:19].[CH3:21][S:22]([NH:25][NH2:26])(=[O:24])=[O:23].[OH-:27].[Na+].[CH2:29](Cl)Cl, predict the reaction product. The product is: [F:18][CH:16]([F:17])[C:7]1[CH:6]=[C:5]2[C:4]([C:3](=[O:20])[N:26]([NH:25][S:22]([CH3:21])(=[O:24])=[O:23])[C:29](=[O:27])[NH:19]2)=[CH:9][C:8]=1[C:10]1[N:11]([CH3:15])[N:12]=[CH:13][CH:14]=1. (2) Given the reactants [O:1]=[C:2]1[C:6](=[CH:7][C:8]2[CH:9]=[C:10]([CH:14]=[CH:15][CH:16]=2)[C:11](O)=[O:12])[S:5][C:4]([N:17]2[CH2:22][CH2:21][S:20][CH2:19][CH2:18]2)=[N:3]1.[Cl:23][C:24]1[CH:29]=[C:28]([C:30]([F:33])([F:32])[F:31])[CH:27]=[CH:26][C:25]=1[NH:34][NH2:35].CN(C(ON1N=NC2C=CC=CC1=2)=[N+](C)C)C.[B-](F)(F)(F)F.C1C=CC2N(O)N=NC=2C=1.C(N(C(C)C)CC)(C)C, predict the reaction product. The product is: [Cl:23][C:24]1[CH:29]=[C:28]([C:30]([F:33])([F:32])[F:31])[CH:27]=[CH:26][C:25]=1[NH:34][NH:35][C:11](=[O:12])[C:10]1[CH:14]=[CH:15][CH:16]=[C:8]([CH:7]=[C:6]2[S:5][C:4]([N:17]3[CH2:22][CH2:21][S:20][CH2:19][CH2:18]3)=[N:3][C:2]2=[O:1])[CH:9]=1.